From a dataset of NCI-60 drug combinations with 297,098 pairs across 59 cell lines. Regression. Given two drug SMILES strings and cell line genomic features, predict the synergy score measuring deviation from expected non-interaction effect. (1) Drug 1: CC1C(C(CC(O1)OC2CC(CC3=C2C(=C4C(=C3O)C(=O)C5=C(C4=O)C(=CC=C5)OC)O)(C(=O)C)O)N)O.Cl. Drug 2: CCC(=C(C1=CC=CC=C1)C2=CC=C(C=C2)OCCN(C)C)C3=CC=CC=C3.C(C(=O)O)C(CC(=O)O)(C(=O)O)O. Cell line: M14. Synergy scores: CSS=12.6, Synergy_ZIP=5.04, Synergy_Bliss=9.40, Synergy_Loewe=-0.556, Synergy_HSA=8.24. (2) Drug 1: CN(C)N=NC1=C(NC=N1)C(=O)N. Drug 2: CN1C2=C(C=C(C=C2)N(CCCl)CCCl)N=C1CCCC(=O)O.Cl. Cell line: HOP-92. Synergy scores: CSS=11.2, Synergy_ZIP=-4.02, Synergy_Bliss=0.0355, Synergy_Loewe=-3.45, Synergy_HSA=0.241. (3) Drug 1: C1=CC(=CC=C1CCC2=CNC3=C2C(=O)NC(=N3)N)C(=O)NC(CCC(=O)O)C(=O)O. Drug 2: B(C(CC(C)C)NC(=O)C(CC1=CC=CC=C1)NC(=O)C2=NC=CN=C2)(O)O. Cell line: MALME-3M. Synergy scores: CSS=10.8, Synergy_ZIP=-6.57, Synergy_Bliss=-6.99, Synergy_Loewe=-4.70, Synergy_HSA=-4.49. (4) Drug 1: C1=NC2=C(N1)C(=S)N=C(N2)N. Drug 2: C1=NC2=C(N=C(N=C2N1C3C(C(C(O3)CO)O)F)Cl)N. Cell line: IGROV1. Synergy scores: CSS=37.2, Synergy_ZIP=-8.73, Synergy_Bliss=-1.09, Synergy_Loewe=-0.119, Synergy_HSA=0.961. (5) Drug 1: CC1=C(N=C(N=C1N)C(CC(=O)N)NCC(C(=O)N)N)C(=O)NC(C(C2=CN=CN2)OC3C(C(C(C(O3)CO)O)O)OC4C(C(C(C(O4)CO)O)OC(=O)N)O)C(=O)NC(C)C(C(C)C(=O)NC(C(C)O)C(=O)NCCC5=NC(=CS5)C6=NC(=CS6)C(=O)NCCC[S+](C)C)O. Drug 2: C(CN)CNCCSP(=O)(O)O. Cell line: MALME-3M. Synergy scores: CSS=16.6, Synergy_ZIP=-1.24, Synergy_Bliss=-0.255, Synergy_Loewe=-9.79, Synergy_HSA=0.994. (6) Drug 1: C1CC(C1)(C(=O)O)C(=O)O.[NH2-].[NH2-].[Pt+2]. Drug 2: CS(=O)(=O)OCCCCOS(=O)(=O)C. Cell line: SW-620. Synergy scores: CSS=8.73, Synergy_ZIP=-3.38, Synergy_Bliss=-0.860, Synergy_Loewe=-4.22, Synergy_HSA=-1.21. (7) Drug 1: C(CC(=O)O)C(=O)CN.Cl. Drug 2: C1CN(CCN1C(=O)CCBr)C(=O)CCBr. Cell line: NCI-H460. Synergy scores: CSS=39.6, Synergy_ZIP=3.75, Synergy_Bliss=4.39, Synergy_Loewe=-8.11, Synergy_HSA=5.73.